This data is from Forward reaction prediction with 1.9M reactions from USPTO patents (1976-2016). The task is: Predict the product of the given reaction. Given the reactants [CH:1]1([CH2:5][O:6][C:7]2[CH:12]=[CH:11][C:10]([F:13])=[CH:9][C:8]=2[CH2:14][CH2:15][C:16]([OH:18])=O)[CH2:4][CH2:3][CH2:2]1.[CH:19]([NH:22][NH:23][C:24](=[O:31])[C:25]1[CH:30]=[CH:29][CH:28]=[CH:27][CH:26]=1)([CH3:21])[CH3:20].C(N(C(C)C)CC)(C)C.C1CN([P+](Br)(N2CCCC2)N2CCCC2)CC1.F[P-](F)(F)(F)(F)F, predict the reaction product. The product is: [CH:1]1([CH2:5][O:6][C:7]2[CH:12]=[CH:11][C:10]([F:13])=[CH:9][C:8]=2[CH2:14][CH2:15][C:16]([N:22]([CH:19]([CH3:21])[CH3:20])[NH:23][C:24](=[O:31])[C:25]2[CH:30]=[CH:29][CH:28]=[CH:27][CH:26]=2)=[O:18])[CH2:2][CH2:3][CH2:4]1.